From a dataset of Full USPTO retrosynthesis dataset with 1.9M reactions from patents (1976-2016). Predict the reactants needed to synthesize the given product. Given the product [S:7]1[CH:11]=[C:10]([C:12]([O:14][CH3:1])=[O:13])[C:9]2[CH:15]=[CH:16][CH:17]=[CH:18][C:8]1=2, predict the reactants needed to synthesize it. The reactants are: [C:1](Cl)(=O)C(Cl)=O.[S:7]1[CH:11]=[C:10]([C:12]([OH:14])=[O:13])[C:9]2[CH:15]=[CH:16][CH:17]=[CH:18][C:8]1=2.